Dataset: Full USPTO retrosynthesis dataset with 1.9M reactions from patents (1976-2016). Task: Predict the reactants needed to synthesize the given product. (1) Given the product [CH2:1]([O:3][C:4]1[CH:5]=[C:6]([CH:11]=[C:12]([O:20][CH3:21])[C:13]=1[C:14]1[CH:15]=[N:16][N:17]([CH3:19])[CH:18]=1)[C:7]([OH:9])=[O:8])[CH3:2], predict the reactants needed to synthesize it. The reactants are: [CH2:1]([O:3][C:4]1[CH:5]=[C:6]([CH:11]=[C:12]([O:20][CH3:21])[C:13]=1[C:14]1[CH:15]=[N:16][N:17]([CH3:19])[CH:18]=1)[C:7]([O:9]C)=[O:8])[CH3:2].Cl. (2) Given the product [CH3:7][C@@H:8]1[CH2:9][CH2:10][C@H:11]([O:14][C:15]2[C:16]([C:29]([F:30])([F:31])[F:32])=[C:17]3[C:22](=[CH:23][CH:24]=2)[C:21]([CH2:25][OH:26])=[CH:20][CH:19]=[CH:18]3)[CH2:12][CH2:13]1, predict the reactants needed to synthesize it. The reactants are: [H-].[H-].[H-].[H-].[Li+].[Al+3].[CH3:7][C@@H:8]1[CH2:13][CH2:12][C@H:11]([O:14][C:15]2[C:16]([C:29]([F:32])([F:31])[F:30])=[C:17]3[C:22](=[CH:23][CH:24]=2)[C:21]([C:25](OC)=[O:26])=[CH:20][CH:19]=[CH:18]3)[CH2:10][CH2:9]1. (3) Given the product [F:29][C:2]1([F:1])[CH2:28][C@@H:5]2[C@H:6]([C:18]3[CH:23]=[CH:22][C:21]([OH:24])=[CH:20][CH:19]=3)[O:7][C:8]3[CH:9]=[CH:10][C:11]([OH:14])=[CH:12][C:13]=3[C@@H:4]2[CH2:3]1, predict the reactants needed to synthesize it. The reactants are: [F:1][C:2]1([F:29])[CH2:28][CH:5]2[CH:6]([C:18]3[CH:23]=[CH:22][C:21]([O:24]COC)=[CH:20][CH:19]=3)[O:7][C:8]3[CH:9]=[CH:10][C:11]([O:14]COC)=[CH:12][C:13]=3[CH:4]2[CH2:3]1.